Dataset: Full USPTO retrosynthesis dataset with 1.9M reactions from patents (1976-2016). Task: Predict the reactants needed to synthesize the given product. (1) Given the product [CH:18]1([C:16]([NH:15][C:13]2[N:14]=[C:9]3[CH:8]=[CH:7][C:6]([O:5][C:4]4[CH:21]=[CH:22][C:23]([F:24])=[C:2]([NH:1][C:32]([C:27]5[C:26]([CH3:25])=[CH:31][CH:30]=[CH:29][N:28]=5)=[O:33])[CH:3]=4)=[N:11][N:10]3[CH:12]=2)=[O:17])[CH2:20][CH2:19]1, predict the reactants needed to synthesize it. The reactants are: [NH2:1][C:2]1[CH:3]=[C:4]([CH:21]=[CH:22][C:23]=1[F:24])[O:5][C:6]1[CH:7]=[CH:8][C:9]2[N:10]([CH:12]=[C:13]([NH:15][C:16]([CH:18]3[CH2:20][CH2:19]3)=[O:17])[N:14]=2)[N:11]=1.[CH3:25][C:26]1[C:27]([C:32](O)=[O:33])=[N:28][CH:29]=[CH:30][CH:31]=1.Cl.CN(C)CCCN=C=NCC.ON1C2C=CC=CC=2N=N1.C(N(CC)CC)C. (2) Given the product [NH:1]1[C:9]2[C:4](=[CH:5][CH:6]=[CH:7][CH:8]=2)[C:3]([CH2:10][CH2:11][SH:12])=[CH:2]1, predict the reactants needed to synthesize it. The reactants are: [NH:1]1[C:9]2[C:4](=[CH:5][CH:6]=[CH:7][CH:8]=2)[C:3]([CH2:10][CH2:11][S:12]S(=O)(=O)O)=[CH:2]1.CCOCC. (3) The reactants are: [CH3:1][O:2][C:3](=[O:18])[C:4](=O)[CH:5](Cl)[C:6]1[CH:11]=[CH:10][CH:9]=[C:8]([C:12]([F:15])([F:14])[F:13])[CH:7]=1.[CH:19]1([C:22](=[S:24])[NH2:23])[CH2:21][CH2:20]1. Given the product [CH3:1][O:2][C:3]([C:4]1[N:23]=[C:22]([CH:19]2[CH2:21][CH2:20]2)[S:24][C:5]=1[C:6]1[CH:11]=[CH:10][CH:9]=[C:8]([C:12]([F:15])([F:14])[F:13])[CH:7]=1)=[O:18], predict the reactants needed to synthesize it.